The task is: Predict the reaction yield, written as a fraction of the theoretical maximum amount of product (1.0 means a 100% yield; for example, 0.34 means a 34% yield).. This data is from Reaction yield outcomes from USPTO patents with 853,638 reactions. (1) The catalyst is O1CCCC1. The product is [CH3:17][O:18][C:19](=[O:38])[CH2:20][C:21]1[CH:30]=[C:29]([CH:31]2[CH2:36][CH2:35][N:34]([S:47]([C:41]3[CH:42]=[CH:43][C:44]([Cl:46])=[CH:45][C:40]=3[Cl:39])(=[O:49])=[O:48])[CH2:33][CH2:32]2)[C:28]2[C:23](=[CH:24][CH:25]=[C:26]([F:37])[CH:27]=2)[CH:22]=1. The reactants are C(N(C(C)C)CC)(C)C.FC(F)(F)C(O)=O.[CH3:17][O:18][C:19](=[O:38])[CH2:20][C:21]1[CH:30]=[C:29]([CH:31]2[CH2:36][CH2:35][NH:34][CH2:33][CH2:32]2)[C:28]2[C:23](=[CH:24][CH:25]=[C:26]([F:37])[CH:27]=2)[CH:22]=1.[Cl:39][C:40]1[CH:45]=[C:44]([Cl:46])[CH:43]=[CH:42][C:41]=1[S:47](Cl)(=[O:49])=[O:48]. The yield is 0.650. (2) The catalyst is C(Cl)(Cl)Cl. The reactants are [CH3:1][NH:2][C:3]1[C:4]2[N:5]([CH:13]=[CH:14][N:15]=2)[C:6]2[C:11]([N:12]=1)=[CH:10][CH:9]=[CH:8][CH:7]=2.[Br:16]N1C(=O)CCC1=O. The product is [Br:16][C:13]1[N:5]2[C:6]3[C:11]([N:12]=[C:3]([NH:2][CH3:1])[C:4]2=[N:15][CH:14]=1)=[CH:10][CH:9]=[CH:8][CH:7]=3. The yield is 0.570. (3) The reactants are Cl[C:2]1[CH:3]=[C:4]([N:21]([CH2:28][C:29]2[CH:34]=[CH:33][C:32]([O:35][CH3:36])=[CH:31][CH:30]=2)[C:22]2[CH:27]=[CH:26][CH:25]=[CH:24][N:23]=2)[C:5]2[N:6]([C:8]([C:11]([NH:13][C:14]3[CH:19]=[CH:18][N:17]=[CH:16][C:15]=3[F:20])=[O:12])=[CH:9][N:10]=2)[N:7]=1.[C@H:37]1([NH2:44])[CH2:42][CH2:41][C@H:40]([NH2:43])[CH2:39][CH2:38]1. The catalyst is CN1C(=O)CCC1.CO. The product is [NH2:43][C@H:40]1[CH2:41][CH2:42][C@H:37]([NH:44][C:2]2[CH:3]=[C:4]([N:21]([CH2:28][C:29]3[CH:34]=[CH:33][C:32]([O:35][CH3:36])=[CH:31][CH:30]=3)[C:22]3[CH:27]=[CH:26][CH:25]=[CH:24][N:23]=3)[C:5]3[N:6]([C:8]([C:11]([NH:13][C:14]4[CH:19]=[CH:18][N:17]=[CH:16][C:15]=4[F:20])=[O:12])=[CH:9][N:10]=3)[N:7]=2)[CH2:38][CH2:39]1. The yield is 0.546.